From a dataset of hERG Central: cardiac toxicity at 1µM, 10µM, and general inhibition. Predict hERG channel inhibition at various concentrations. (1) The molecule is OCC1(Cc2ccc(Cl)cc2)CCN(Cc2ccccc2F)CC1. Results: hERG_inhib (hERG inhibition (general)): blocker. (2) The drug is O=C(NCc1ccco1)c1ccccc1NC(=O)C1CC(=O)N(c2ccc(Cl)cc2)C1. Results: hERG_inhib (hERG inhibition (general)): blocker. (3) The compound is O=C1N(Cc2cccc(Cl)c2)C[C@@H]2C[C@@H](c3cccn3-c3nccs3)N3CCC[C@@]123. Results: hERG_inhib (hERG inhibition (general)): blocker.